This data is from Forward reaction prediction with 1.9M reactions from USPTO patents (1976-2016). The task is: Predict the product of the given reaction. (1) Given the reactants [CH3:1][O:2][C:3]1[C:23]([O:24][CH3:25])=[CH:22][CH:21]=[CH:20][C:4]=1[C:5]([CH:7]1[CH2:12][CH2:11][N:10](C(OC(C)(C)C)=O)[CH2:9][CH2:8]1)=[O:6].[ClH:26], predict the reaction product. The product is: [ClH:26].[CH3:1][O:2][C:3]1[C:23]([O:24][CH3:25])=[CH:22][CH:21]=[CH:20][C:4]=1[C:5]([CH:7]1[CH2:8][CH2:9][NH:10][CH2:11][CH2:12]1)=[O:6]. (2) Given the reactants [H-].[Na+].[CH2:3]([O:6][C:7]1[CH:8]=[C:9]2[C:13](=[CH:14][CH:15]=1)[NH:12][CH:11]=[CH:10]2)[CH:4]=[CH2:5].[C:16]1([S:22](Cl)(=[O:24])=[O:23])[CH:21]=[CH:20][CH:19]=[CH:18][CH:17]=1.O, predict the reaction product. The product is: [CH2:3]([O:6][C:7]1[CH:8]=[C:9]2[C:13](=[CH:14][CH:15]=1)[N:12]([S:22]([C:16]1[CH:21]=[CH:20][CH:19]=[CH:18][CH:17]=1)(=[O:24])=[O:23])[CH:11]=[CH:10]2)[CH:4]=[CH2:5]. (3) The product is: [OH:1][C:2]([C:19]1[CH:20]=[CH:21][CH:22]=[CH:23][CH:24]=1)([C:13]1[CH:14]=[CH:15][CH:16]=[CH:17][CH:18]=1)[C:3]([O:5][CH2:6][CH:7]1[CH2:12][CH2:11][N:10]([CH2:40][C:39]2[CH:38]=[CH:37][C:36]([O:35][CH2:34][CH2:33][CH2:32][CH2:31][CH2:30][CH:26]3[O:25][CH2:29][CH2:28][O:27]3)=[CH:43][CH:42]=2)[CH2:9][CH2:8]1)=[O:4]. Given the reactants [OH:1][C:2]([C:19]1[CH:24]=[CH:23][CH:22]=[CH:21][CH:20]=1)([C:13]1[CH:18]=[CH:17][CH:16]=[CH:15][CH:14]=1)[C:3]([O:5][CH2:6][CH:7]1[CH2:12][CH2:11][NH:10][CH2:9][CH2:8]1)=[O:4].[O:25]1[CH2:29][CH2:28][O:27][CH:26]1[CH2:30][CH2:31][CH2:32][CH2:33][CH2:34][O:35][C:36]1[CH:43]=[CH:42][C:39]([CH:40]=O)=[CH:38][CH:37]=1.C(O[BH-](OC(=O)C)OC(=O)C)(=O)C.[Na+], predict the reaction product.